This data is from Full USPTO retrosynthesis dataset with 1.9M reactions from patents (1976-2016). The task is: Predict the reactants needed to synthesize the given product. (1) Given the product [F:15][C:12]1[CH:13]=[CH:14][C:9]([N:6]2[CH2:5][CH2:4][NH:3][C@H:2]([CH3:1])[CH2:7]2)=[C:10]([C:16]([F:17])([F:18])[F:19])[CH:11]=1, predict the reactants needed to synthesize it. The reactants are: [CH3:1][C@@H:2]1[CH2:7][NH:6][CH2:5][CH2:4][NH:3]1.Br[C:9]1[CH:14]=[CH:13][C:12]([F:15])=[CH:11][C:10]=1[C:16]([F:19])([F:18])[F:17].CC([O-])(C)C.[Na+]. (2) Given the product [Br:1][C:2]1[CH:9]=[C:6]([CH:7]([CH:17]2[CH2:19][CH2:18]2)[NH:16][S:13]([CH:11]([CH3:12])[CH3:10])(=[O:15])=[O:14])[CH:5]=[N:4][CH:3]=1, predict the reactants needed to synthesize it. The reactants are: [Br:1][C:2]1[CH:3]=[N:4][CH:5]=[C:6]([CH:9]=1)[CH:7]=O.[CH3:10][CH:11]([S:13]([NH2:16])(=[O:15])=[O:14])[CH3:12].[CH:17]1([Mg]Br)[CH2:19][CH2:18]1.